From a dataset of Full USPTO retrosynthesis dataset with 1.9M reactions from patents (1976-2016). Predict the reactants needed to synthesize the given product. Given the product [O:11]=[C:8]1[NH:7][C:6]2[CH:12]=[C:2]([O:1][CH:32]3[CH2:37][CH2:36][N:35]([C:38]([O:40][C:41]([CH3:44])([CH3:43])[CH3:42])=[O:39])[CH2:34][CH2:33]3)[CH:3]=[CH:4][C:5]=2[O:10][CH2:9]1, predict the reactants needed to synthesize it. The reactants are: [OH:1][C:2]1[CH:3]=[CH:4][C:5]2[O:10][CH2:9][C:8](=[O:11])[NH:7][C:6]=2[CH:12]=1.C(=O)([O-])[O-].[Cs+].[Cs+].[N+](C1C=CC=CC=1S(O[CH:32]1[CH2:37][CH2:36][N:35]([C:38]([O:40][C:41]([CH3:44])([CH3:43])[CH3:42])=[O:39])[CH2:34][CH2:33]1)(=O)=O)([O-])=O.S(C1C=CC([N+]([O-])=O)=CC=1)([O-])(=O)=O.[NH4+].[Cl-].